This data is from Full USPTO retrosynthesis dataset with 1.9M reactions from patents (1976-2016). The task is: Predict the reactants needed to synthesize the given product. (1) The reactants are: C([O:8][C:9]1[CH:18]=[CH:17][C:16]([C:19](=[O:25])[CH:20](OCC)O)=[CH:15][C:10]=1[C:11]([O:13]C)=O)C1C=CC=CC=1.[CH3:26][C:27]([NH2:44])([CH3:43])[CH2:28][CH2:29][N:30]1[C:34]([CH3:35])=[N:33][C:32]([C:36]2[CH:41]=[CH:40][C:39]([CH3:42])=[CH:38][CH:37]=2)=[N:31]1. Given the product [CH3:43][C:27]([NH:44][CH2:20][CH:19]([C:16]1[CH:17]=[CH:18][C:9]([OH:8])=[C:10]([CH2:11][OH:13])[CH:15]=1)[OH:25])([CH3:26])[CH2:28][CH2:29][N:30]1[C:34]([CH3:35])=[N:33][C:32]([C:36]2[CH:37]=[CH:38][C:39]([CH3:42])=[CH:40][CH:41]=2)=[N:31]1, predict the reactants needed to synthesize it. (2) Given the product [N+:8](/[CH:11]=[CH:6]/[CH:2]1[CH2:3][CH2:4][CH2:5][O:1]1)([O-:10])=[O:9], predict the reactants needed to synthesize it. The reactants are: [O:1]1[CH2:5][CH2:4][CH2:3][CH:2]1[CH:6]=O.[N+:8]([CH3:11])([O-:10])=[O:9].CN(C)C(N(C)C)=N.FC(F)(F)C(OC(=O)C(F)(F)F)=O.C(N(CC)CC)C. (3) Given the product [Cl:1][C:2]1[CH:7]=[C:6]([Cl:8])[CH:5]=[CH:4][C:3]=1[C:9]1[S:13][C:12]([C:14]([N:16]2[CH2:17][CH2:18][C:19]([C:25]3[CH:30]=[CH:29][CH:28]=[CH:27][CH:26]=3)([C:22]([NH2:24])=[O:23])[CH2:20][CH2:21]2)=[O:15])=[CH:11][C:10]=1[C:31]1[CH:32]=[CH:33][C:34]([OH:37])=[CH:35][CH:36]=1, predict the reactants needed to synthesize it. The reactants are: [Cl:1][C:2]1[CH:7]=[C:6]([Cl:8])[CH:5]=[CH:4][C:3]=1[C:9]1[S:13][C:12]([C:14]([N:16]2[CH2:21][CH2:20][C:19]([C:25]3[CH:30]=[CH:29][CH:28]=[CH:27][CH:26]=3)([C:22]([NH2:24])=[O:23])[CH2:18][CH2:17]2)=[O:15])=[CH:11][C:10]=1[C:31]1[CH:36]=[CH:35][C:34]([O:37]C)=[CH:33][CH:32]=1.B(Br)(Br)Br.